Dataset: Full USPTO retrosynthesis dataset with 1.9M reactions from patents (1976-2016). Task: Predict the reactants needed to synthesize the given product. (1) The reactants are: [CH3:1][O:2][C:3](=[O:15])[C:4]1[CH:9]=[CH:8][C:7](I)=[CH:6][C:5]=1[O:11][CH2:12][O:13][CH3:14].[B:16]1([B:16]2[O:20][C:19]([CH3:22])([CH3:21])[C:18]([CH3:24])([CH3:23])[O:17]2)[O:20][C:19]([CH3:22])([CH3:21])[C:18]([CH3:24])([CH3:23])[O:17]1.C([O-])(=O)C.[K+].O. Given the product [CH3:1][O:2][C:3](=[O:15])[C:4]1[CH:9]=[CH:8][C:7]([B:16]2[O:20][C:19]([CH3:22])([CH3:21])[C:18]([CH3:24])([CH3:23])[O:17]2)=[CH:6][C:5]=1[O:11][CH2:12][O:13][CH3:14], predict the reactants needed to synthesize it. (2) Given the product [C:18]([NH:22][CH:2]([CH2:12][CH2:13][CH2:14][CH2:15][CH2:16][CH3:17])[C:3]([C:5]1[CH:10]=[CH:9][CH:8]=[C:7]([Cl:11])[CH:6]=1)=[O:4])([CH3:21])([CH3:20])[CH3:19], predict the reactants needed to synthesize it. The reactants are: Br[CH:2]([CH2:12][CH2:13][CH2:14][CH2:15][CH2:16][CH3:17])[C:3]([C:5]1[CH:10]=[CH:9][CH:8]=[C:7]([Cl:11])[CH:6]=1)=[O:4].[C:18]([NH2:22])([CH3:21])([CH3:20])[CH3:19].C(=O)(O)[O-].[Na+]. (3) Given the product [Cl:68][C:65]1[CH:64]=[CH:63][C:62]([C:55]2[CH2:56][C:57]([CH3:60])([CH3:61])[CH2:58][CH2:59][C:54]=2[CH2:53][N:50]2[CH2:51][CH2:52][N:47]([C:45]3[CH:44]=[CH:43][C:12]([C:13]([NH:15][S:16]([C:19]4[CH:24]=[CH:23][C:22]([NH:25][CH2:26][CH2:27][CH2:28][NH:29][CH:37]5[CH2:38][CH2:39]5)=[C:21]([N+:40]([O-:42])=[O:41])[CH:20]=4)(=[O:18])=[O:17])=[O:14])=[C:11]([O:10][C:8]4[CH:9]=[C:4]5[CH:3]=[CH:2][NH:1][C:5]5=[N:6][CH:7]=4)[CH:46]=3)[CH2:48][CH2:49]2)=[CH:67][CH:66]=1, predict the reactants needed to synthesize it. The reactants are: [NH:1]1[C:5]2=[N:6][CH:7]=[C:8]([O:10][C:11]3[CH:46]=[C:45]([N:47]4[CH2:52][CH2:51][N:50]([CH2:53][C:54]5[CH2:59][CH2:58][C:57]([CH3:61])([CH3:60])[CH2:56][C:55]=5[C:62]5[CH:67]=[CH:66][C:65]([Cl:68])=[CH:64][CH:63]=5)[CH2:49][CH2:48]4)[CH:44]=[CH:43][C:12]=3[C:13]([NH:15][S:16]([C:19]3[CH:24]=[CH:23][C:22]([NH:25][CH2:26][CH2:27][CH2:28][N:29]([CH:37]4[CH2:39][CH2:38]4)C(=O)OC(C)(C)C)=[C:21]([N+:40]([O-:42])=[O:41])[CH:20]=3)(=[O:18])=[O:17])=[O:14])[CH:9]=[C:4]2[CH:3]=[CH:2]1.FC(F)(F)C(O)=O. (4) The reactants are: Cl[C:2]1[C:3]2[C:10]([CH2:11][CH3:12])=[CH:9][NH:8][C:4]=2[N:5]=[CH:6][N:7]=1.[CH3:13][O:14][C:15]1[CH:23]=[C:22]2[C:18]([CH:19]=[N:20][NH:21]2)=[CH:17][C:16]=1[NH2:24]. Given the product [CH2:11]([C:10]1[C:3]2[C:2]([NH:24][C:16]3[CH:17]=[C:18]4[C:22](=[CH:23][C:15]=3[O:14][CH3:13])[NH:21][N:20]=[CH:19]4)=[N:7][CH:6]=[N:5][C:4]=2[NH:8][CH:9]=1)[CH3:12], predict the reactants needed to synthesize it. (5) Given the product [NH2:1][C:2]1[N:7]=[C:6]([C:8]2[CH:9]=[CH:10][C:11]([CH3:14])=[CH:12][CH:13]=2)[C:5]([C:15]2[CH:16]=[CH:17][C:18](=[O:21])[N:19]([CH:22]([CH3:24])[CH3:23])[N:20]=2)=[CH:4][N:3]=1, predict the reactants needed to synthesize it. The reactants are: [NH2:1][C:2]1[N:7]=[C:6]([C:8]2[CH:13]=[CH:12][C:11]([CH3:14])=[CH:10][CH:9]=2)[C:5]([C:15]2[CH:16]=[CH:17][C:18](=[O:21])[NH:19][N:20]=2)=[CH:4][N:3]=1.[CH:22](I)([CH3:24])[CH3:23]. (6) Given the product [Cl:1][C:2]1[C:10]([C:11]2([C:14]#[N:15])[CH2:13][CH2:12]2)=[CH:9][CH:8]=[CH:7][C:3]=1[C:4]([NH:27][C:28]1[CH:29]=[C:30]([O:31][C:32]2[CH:46]=[CH:45][C:35]3[N:36]=[C:37]([NH:39][C:40]([CH:42]4[CH2:44][CH2:43]4)=[O:41])[S:38][C:34]=3[C:33]=2[C:47]#[N:48])[CH:49]=[CH:50][C:51]=1[F:52])=[O:6], predict the reactants needed to synthesize it. The reactants are: [Cl:1][C:2]1[C:10]([C:11]2([C:14]#[N:15])[CH2:13][CH2:12]2)=[CH:9][CH:8]=[CH:7][C:3]=1[C:4]([OH:6])=O.C(Cl)(=O)C(Cl)=O.CN(C)C=O.[NH2:27][C:28]1[CH:29]=[C:30]([CH:49]=[CH:50][C:51]=1[F:52])[O:31][C:32]1[CH:46]=[CH:45][C:35]2[N:36]=[C:37]([NH:39][C:40]([CH:42]3[CH2:44][CH2:43]3)=[O:41])[S:38][C:34]=2[C:33]=1[C:47]#[N:48].